This data is from Forward reaction prediction with 1.9M reactions from USPTO patents (1976-2016). The task is: Predict the product of the given reaction. Given the reactants I[C:2]1[CH:14]=[CH:13][C:5]([O:6][CH:7]2[CH2:12][CH2:11][CH2:10][CH2:9][O:8]2)=[CH:4][CH:3]=1.C([Li])CCC.[Cl:20][C:21]1[CH:32]=[CH:31][C:24]([C:25](N(OC)C)=[O:26])=[CH:23][N:22]=1.[Cl-].[NH4+], predict the reaction product. The product is: [Cl:20][C:21]1[N:22]=[CH:23][C:24]([C:25]([C:2]2[CH:14]=[CH:13][C:5]([O:6][CH:7]3[CH2:12][CH2:11][CH2:10][CH2:9][O:8]3)=[CH:4][CH:3]=2)=[O:26])=[CH:31][CH:32]=1.